Dataset: Retrosynthesis with 50K atom-mapped reactions and 10 reaction types from USPTO. Task: Predict the reactants needed to synthesize the given product. (1) Given the product COC(OC)[C@]1(C)Oc2ccc(N)cc2[C@H](N(Cc2ncc[nH]2)c2ccc(Cl)cc2)[C@H]1O, predict the reactants needed to synthesize it. The reactants are: COC(OC)[C@]1(C)Oc2ccc([N+](=O)[O-])cc2[C@H](N(Cc2ncc[nH]2)c2ccc(Cl)cc2)[C@H]1O. (2) The reactants are: Cc1cc(C)n2nc(C=Cc3nc(N(C)C4CC4)nn3C)nc2n1. Given the product Cc1cc(C)n2nc(CCc3nc(N(C)C4CC4)nn3C)nc2n1, predict the reactants needed to synthesize it.